From a dataset of Forward reaction prediction with 1.9M reactions from USPTO patents (1976-2016). Predict the product of the given reaction. (1) Given the reactants [Br:1][C:2]1[CH:3]=[C:4]2[N:10]=[C:9]([NH2:11])[S:8][C:5]2=[N:6][CH:7]=1.C(N(CC)CC)C.[CH2:19]([N:22]=[C:23]=[O:24])[CH:20]=[CH2:21], predict the reaction product. The product is: [CH2:19]([NH:22][C:23]([NH:11][C:9]1[S:8][C:5]2[C:4]([N:10]=1)=[CH:3][C:2]([Br:1])=[CH:7][N:6]=2)=[O:24])[CH:20]=[CH2:21]. (2) Given the reactants [Si:1]([O:8][C@@H:9]1[C@H:13]([CH3:14])[NH:12][C:11](=[O:15])[CH2:10]1)([C:4]([CH3:7])([CH3:6])[CH3:5])([CH3:3])[CH3:2].I[C:17]1[CH:24]=[CH:23][C:20]([C:21]#[N:22])=[C:19]([C:25]([F:28])([F:27])[F:26])[CH:18]=1.C(=O)([O-])[O-].[Cs+].[Cs+].C1(P(C2C=CC=CC=2)C2C3OC4C(=CC=CC=4P(C4C=CC=CC=4)C4C=CC=CC=4)C(C)(C)C=3C=CC=2)C=CC=CC=1, predict the reaction product. The product is: [Si:1]([O:8][C@H:9]1[CH2:10][C:11](=[O:15])[N:12]([C:17]2[CH:24]=[CH:23][C:20]([C:21]#[N:22])=[C:19]([C:25]([F:26])([F:28])[F:27])[CH:18]=2)[C@H:13]1[CH3:14])([C:4]([CH3:7])([CH3:6])[CH3:5])([CH3:3])[CH3:2]. (3) Given the reactants C([N:9]1[C:14](=[O:15])[CH:13]=[CH:12][N:11]([CH2:16][CH2:17][CH2:18][CH2:19][CH2:20][NH:21][C:22]([C:35]2[CH:40]=[CH:39][CH:38]=[CH:37][CH:36]=2)([C:29]2[CH:34]=[CH:33][CH:32]=[CH:31][CH:30]=2)[C:23]2[CH:28]=[CH:27][CH:26]=[CH:25][CH:24]=2)[C:10]1=[O:41])(=O)C1C=CC=CC=1.CO[Na], predict the reaction product. The product is: [C:22]([NH:21][CH2:20][CH2:19][CH2:18][CH2:17][CH2:16][N:11]1[CH:12]=[CH:13][C:14](=[O:15])[NH:9][C:10]1=[O:41])([C:23]1[CH:28]=[CH:27][CH:26]=[CH:25][CH:24]=1)([C:29]1[CH:30]=[CH:31][CH:32]=[CH:33][CH:34]=1)[C:35]1[CH:36]=[CH:37][CH:38]=[CH:39][CH:40]=1. (4) Given the reactants [OH:1][CH2:2][CH:3]1[CH:8]([NH:9]C(=O)OC(C)(C)C)[CH2:7][CH2:6][CH2:5][NH:4]1.CCN(C(C)C)C(C)C.[CH:26]1[CH:31]=[CH:30][C:29]([CH2:32][O:33][C:34](Cl)=[O:35])=[CH:28][CH:27]=1, predict the reaction product. The product is: [NH2:9][CH:8]1[CH2:7][CH2:6][CH2:5][N:4]([C:34]([O:33][CH2:32][C:29]2[CH:30]=[CH:31][CH:26]=[CH:27][CH:28]=2)=[O:35])[CH:3]1[CH2:2][OH:1]. (5) Given the reactants [N+:1]([C:4]1[CH:9]=[CH:8][C:7]([N:10]2[CH2:15][CH2:14][NH:13][CH2:12][CH2:11]2)=[CH:6][C:5]=1[NH:16][C:17]1[CH:22]=[CH:21][CH:20]=[CH:19][CH:18]=1)([O-:3])=[O:2].[CH3:23][N:24]([CH3:28])[C:25](Cl)=[O:26].C(N(CC)CC)C, predict the reaction product. The product is: [CH3:23][N:24]([CH3:28])[C:25]([N:13]1[CH2:14][CH2:15][N:10]([C:7]2[CH:8]=[CH:9][C:4]([N+:1]([O-:3])=[O:2])=[C:5]([NH:16][C:17]3[CH:22]=[CH:21][CH:20]=[CH:19][CH:18]=3)[CH:6]=2)[CH2:11][CH2:12]1)=[O:26].